This data is from Full USPTO retrosynthesis dataset with 1.9M reactions from patents (1976-2016). The task is: Predict the reactants needed to synthesize the given product. (1) Given the product [Cl:51][C:52]1[CH:57]=[CH:56][C:55]([S:58]([NH:8][C@H:9]([C:31]([OH:33])=[O:32])[CH2:10][CH2:11][CH2:12][NH:13][C:14]([O:16][CH2:17][CH:18]2[C:19]3[CH:20]=[CH:21][CH:22]=[CH:23][C:24]=3[C:25]3[C:30]2=[CH:29][CH:28]=[CH:27][CH:26]=3)=[O:15])(=[O:60])=[O:59])=[CH:54][CH:53]=1, predict the reactants needed to synthesize it. The reactants are: C(OC([NH:8][C@H:9]([C:31]([OH:33])=[O:32])[CH2:10][CH2:11][CH2:12][NH:13][C:14]([O:16][CH2:17][CH:18]1[C:30]2[CH:29]=[CH:28][CH:27]=[CH:26][C:25]=2[C:24]2[C:19]1=[CH:20][CH:21]=[CH:22][CH:23]=2)=[O:15])=O)(C)(C)C.C(O)(C(F)(F)F)=O.C(Cl)Cl.FC(F)(F)C([O-])=O.[Cl:51][C:52]1[CH:57]=[CH:56][C:55]([S:58](Cl)(=[O:60])=[O:59])=[CH:54][CH:53]=1. (2) The reactants are: [N:1]1[CH:6]=[CH:5][C:4]([NH:7][C:8]([CH:10]2[CH2:15][CH2:14][N:13]([C:16]([O:18][CH2:19][C:20]3[CH:25]=[CH:24][CH:23]=[CH:22][CH:21]=3)=[O:17])[CH2:12][CH2:11]2)=O)=[CH:3][CH:2]=1.B.C1COCC1. Given the product [N:1]1[CH:2]=[CH:3][C:4]([NH:7][CH2:8][CH:10]2[CH2:15][CH2:14][N:13]([C:16]([O:18][CH2:19][C:20]3[CH:21]=[CH:22][CH:23]=[CH:24][CH:25]=3)=[O:17])[CH2:12][CH2:11]2)=[CH:5][CH:6]=1, predict the reactants needed to synthesize it. (3) The reactants are: [C:1]([O:5][C:6](=[O:23])[C:7]([CH3:22])([S:9][C:10]1[S:11][CH:12]=[C:13]([CH2:15][CH2:16][O:17]S(C)(=O)=O)[N:14]=1)[CH3:8])([CH3:4])([CH3:3])[CH3:2].[F:24][C:25]([F:39])([F:38])[C:26]1[CH:27]=[C:28]([N:32]2[CH:36]=[C:35](O)[CH:34]=[N:33]2)[CH:29]=[CH:30][CH:31]=1.C(=O)([O-])[O-].[K+].[K+].O. Given the product [C:1]([O:5][C:6](=[O:23])[C:7]([CH3:8])([S:9][C:10]1[S:11][CH:12]=[C:13]([CH2:15][CH2:16][O:17][C:35]2[CH:34]=[N:33][N:32]([C:28]3[CH:29]=[CH:30][CH:31]=[C:26]([C:25]([F:38])([F:39])[F:24])[CH:27]=3)[CH:36]=2)[N:14]=1)[CH3:22])([CH3:2])([CH3:3])[CH3:4], predict the reactants needed to synthesize it. (4) Given the product [C:29]1([N:28]([C:22]2[CH:23]=[CH:24][CH:25]=[CH:26][CH:27]=2)[C:2]2[CH:3]=[CH:4][C:5]3[C:6]4[CH:7]=[CH:8][CH:9]=[C:10]5[C:21]=4[C:14]([C:15]4[C:20]=3[C:19]=2[CH:18]=[CH:17][CH:16]=4)=[CH:13][CH:12]=[CH:11]5)[CH:30]=[CH:31][CH:32]=[CH:33][CH:34]=1, predict the reactants needed to synthesize it. The reactants are: Br[C:2]1[CH:3]=[CH:4][C:5]2[C:6]3[CH:7]=[CH:8][CH:9]=[C:10]4[C:21]=3[C:14]([C:15]3[C:20]=2[C:19]=1[CH:18]=[CH:17][CH:16]=3)=[CH:13][CH:12]=[CH:11]4.[C:22]1([NH:28][C:29]2[CH:34]=[CH:33][CH:32]=[CH:31][CH:30]=2)[CH:27]=[CH:26][CH:25]=[CH:24][CH:23]=1.C(=O)([O-])[O-].[K+].[K+].[N+](C1C=CC=CC=1)([O-])=O.